Task: Predict which catalyst facilitates the given reaction.. Dataset: Catalyst prediction with 721,799 reactions and 888 catalyst types from USPTO (1) Reactant: [Na].[NH2:2][C:3]([C:7]1[CH:12]=[CH:11][C:10]([Cl:13])=[CH:9][C:8]=1[Cl:14])=[CH:4][C:5]#[N:6].[C:15](=O)([O:19]CC)[O:16][CH2:17][CH3:18].Cl. Product: [C:5]([CH:4]=[C:3]([NH:2][C:15](=[O:19])[O:16][CH2:17][CH3:18])[C:7]1[CH:12]=[CH:11][C:10]([Cl:13])=[CH:9][C:8]=1[Cl:14])#[N:6]. The catalyst class is: 815. (2) Reactant: [F:1][C:2]([F:7])([F:6])[CH2:3][CH2:4]I.[Cl:8][C:9]1[CH:10]=[C:11]2[C:16](=[O:17])[NH:15][C:13](=[O:14])[C:12]2=[CH:18][CH:19]=1.C(=O)([O-])[O-:21].[K+].[K+].Cl. Product: [Cl:8][C:9]1[CH:10]=[C:11]([C:16]([NH:15][CH2:4][CH2:3][C:2]([F:7])([F:6])[F:1])=[O:17])[C:12](=[CH:18][CH:19]=1)[C:13]([OH:21])=[O:14]. The catalyst class is: 35. (3) Reactant: C1(P([CH2:15][S:16]([NH:19][C:20](=[O:26])[O:21][C:22]([CH3:25])([CH3:24])[CH3:23])(=[O:18])=[O:17])(C2C=CC=CC=2)=O)C=CC=CC=1.[H-].[Na+].[Cl:29][C:30]1[CH:47]=[C:46]([Cl:48])[CH:45]=[CH:44][C:31]=1[CH2:32][N:33]1[C:37]([CH:38]=O)=[CH:36][C:35]([O:40][CH2:41][O:42][CH3:43])=[N:34]1.[Cl-].[Na+]. Product: [C:22]([O:21][C:20](=[O:26])[NH:19][S:16](/[CH:15]=[CH:38]/[C:37]1[N:33]([CH2:32][C:31]2[CH:44]=[CH:45][C:46]([Cl:48])=[CH:47][C:30]=2[Cl:29])[N:34]=[C:35]([O:40][CH2:41][O:42][CH3:43])[CH:36]=1)(=[O:18])=[O:17])([CH3:25])([CH3:24])[CH3:23]. The catalyst class is: 9. (4) Product: [C:37]([NH:1][C:2](=[O:35])[CH2:3][CH2:4][NH:5][CH2:13][C:14]1[CH:23]=[CH:22][C:21]2[C:16](=[CH:17][CH:18]=[C:19]([O:24][C@H:25]3[CH2:26][CH2:27][C@H:28]([C:31]([CH3:33])([CH3:32])[CH3:34])[CH2:29][CH2:30]3)[CH:20]=2)[CH:15]=1)(=[O:38])[CH3:36]. Reactant: [NH2:1][C:2](=[O:35])[CH2:3][CH2:4][N:5]([CH2:13][C:14]1[CH:23]=[CH:22][C:21]2[C:16](=[CH:17][CH:18]=[C:19]([O:24][C@H:25]3[CH2:30][CH2:29][C@H:28]([C:31]([CH3:34])([CH3:33])[CH3:32])[CH2:27][CH2:26]3)[CH:20]=2)[CH:15]=1)C(=O)OC(C)(C)C.[CH3:36][C:37](OC(C)=O)=[O:38]. The catalyst class is: 52. (5) Reactant: Br[CH2:2][CH2:3][OH:4].[CH3:5][C@H:6]1[NH:11][CH2:10][CH2:9][N:8]([C:12]([O:14][C:15]([CH3:18])([CH3:17])[CH3:16])=[O:13])[CH2:7]1.C(=O)([O-])[O-].[K+].[K+]. The catalyst class is: 10. Product: [OH:4][CH2:3][CH2:2][N:11]1[CH2:10][CH2:9][N:8]([C:12]([O:14][C:15]([CH3:18])([CH3:17])[CH3:16])=[O:13])[CH2:7][C@H:6]1[CH3:5]. (6) Reactant: [Br:1][C:2]1[CH:7]=[CH:6][C:5]([F:8])=[CH:4][C:3]=1[C:9]([F:12])([F:11])[F:10].[N+:13]([O-])([O-:15])=[O:14].[K+].S(=O)(=O)(O)O. Product: [Br:1][C:2]1[C:3]([C:9]([F:12])([F:10])[F:11])=[CH:4][C:5]([F:8])=[CH:6][C:7]=1[N+:13]([O-:15])=[O:14]. The catalyst class is: 4. (7) Reactant: F[C:2]1[CH:3]=[N:4][CH:5]=[CH:6][C:7]=1[C:8]1[O:9][C:10]2[CH:16]=[CH:15][C:14]([C:17]([F:20])([F:19])[F:18])=[CH:13][C:11]=2[N:12]=1.C(=O)([O-])[O-].[K+].[K+].Cl.[CH2:28]([NH2:30])[CH3:29].CN(C=O)C. Product: [CH2:28]([NH:30][C:2]1[CH:3]=[N:4][CH:5]=[CH:6][C:7]=1[C:8]1[O:9][C:10]2[CH:16]=[CH:15][C:14]([C:17]([F:20])([F:19])[F:18])=[CH:13][C:11]=2[N:12]=1)[CH3:29]. The catalyst class is: 6.